This data is from Reaction yield outcomes from USPTO patents with 853,638 reactions. The task is: Predict the reaction yield, written as a fraction of the theoretical maximum amount of product (1.0 means a 100% yield; for example, 0.34 means a 34% yield). (1) The reactants are [Cl:1][C:2]1[CH:7]=[CH:6][CH:5]=[C:4]([Cl:8])[C:3]=1[C:9]1[CH:18]=[CH:17][C:16]2[C:11](=[CH:12][CH:13]=[C:14]([CH2:19][CH:20]([OH:25])[C:21]([O:23][CH3:24])=[O:22])[CH:15]=2)[N:10]=1.Br[CH2:27][C:28]1[C:33]([Cl:34])=[CH:32][CH:31]=[CH:30][C:29]=1[Cl:35].[H-].[Na+].C([O-])(O)=O.[Na+]. The catalyst is CN(C=O)C. The product is [Cl:34][C:33]1[CH:32]=[CH:31][CH:30]=[C:29]([Cl:35])[C:28]=1[CH2:27][O:25][CH:20]([CH2:19][C:14]1[CH:15]=[C:16]2[C:11](=[CH:12][CH:13]=1)[N:10]=[C:9]([C:3]1[C:4]([Cl:8])=[CH:5][CH:6]=[CH:7][C:2]=1[Cl:1])[CH:18]=[CH:17]2)[C:21]([O:23][CH3:24])=[O:22]. The yield is 0.700. (2) The yield is 0.280. The product is [Cl:1][C:2]1[CH:3]=[C:4]2[C:8](=[CH:9][CH:10]=1)[N:7]([C:11]1[N:15]([CH3:16])[N:14]=[C:13]([CH3:17])[C:12]=1/[CH:18]=[C:24]1/[C:23](=[O:25])[NH:22][C:21](=[O:26])[S:20]/1)[CH:6]=[CH:5]2. The catalyst is C(O)C. The reactants are [Cl:1][C:2]1[CH:3]=[C:4]2[C:8](=[CH:9][CH:10]=1)[N:7]([C:11]1[N:15]([CH3:16])[N:14]=[C:13]([CH3:17])[C:12]=1[CH:18]=O)[CH:6]=[CH:5]2.[S:20]1[CH2:24][C:23](=[O:25])[NH:22][C:21]1=[O:26].N1CCCCC1.Cl. (3) The reactants are Cl.Cl.[CH2:3]([O:5][C:6](=[O:12])[CH2:7][NH:8][CH2:9][CH2:10][NH2:11])[CH3:4].[Cl:13][C:14]1[CH:15]=[CH:16][C:17]2[S:21][C:20]([S:22](Cl)(=[O:24])=[O:23])=[N:19][C:18]=2[CH:26]=1. No catalyst specified. The product is [CH2:3]([O:5][C:6](=[O:12])[CH2:7][NH:8][CH2:9][CH2:10][NH:11][S:22]([C:20]1[S:21][C:17]2[CH:16]=[CH:15][C:14]([Cl:13])=[CH:26][C:18]=2[N:19]=1)(=[O:24])=[O:23])[CH3:4]. The yield is 0.870.